From a dataset of Catalyst prediction with 721,799 reactions and 888 catalyst types from USPTO. Predict which catalyst facilitates the given reaction. (1) Reactant: [CH3:1][O:2][C:3]1[CH:4]=[C:5]([CH:8]=[C:9]([O:11][CH3:12])[CH:10]=1)[CH:6]=O.[OH:13][C:14]1[CH:19]=[CH:18][C:17]([CH2:20][C:21]([OH:23])=[O:22])=[CH:16][CH:15]=1.C(OC(=O)C)(=O)C. Product: [CH3:1][O:2][C:3]1[CH:4]=[C:5](/[CH:6]=[C:20](\[C:17]2[CH:18]=[CH:19][C:14]([OH:13])=[CH:15][CH:16]=2)/[C:21]([OH:23])=[O:22])[CH:8]=[C:9]([O:11][CH3:12])[CH:10]=1. The catalyst class is: 66. (2) Reactant: [CH:1]1([O:6][C:7]2[CH:40]=[CH:39][C:10]([C:11]([C:13]3[CH:14]=[CH:15][C:16]([O:24][CH2:25][C:26]4[CH:38]=[CH:37][C:29]5[C:30]([O:33][CH2:34][O:35][CH3:36])=[N:31][O:32][C:28]=5[CH:27]=4)=[C:17]([CH2:19][CH2:20][C:21]([OH:23])=[O:22])[CH:18]=3)=[O:12])=[C:9]([OH:41])[CH:8]=2)[CH2:5][CH2:4][CH2:3][CH2:2]1.C(=O)([O-])[O-].[K+].[K+].[C:48]([O:54][CH2:55]Cl)(=[O:53])[C:49]([CH3:52])([CH3:51])[CH3:50].O. The catalyst class is: 42. Product: [C:48]([O:54][CH2:55][O:22][C:21](=[O:23])[CH2:20][CH2:19][C:17]1[CH:18]=[C:13]([C:11](=[O:12])[C:10]2[CH:39]=[CH:40][C:7]([O:6][CH:1]3[CH2:2][CH2:3][CH2:4][CH2:5]3)=[CH:8][C:9]=2[OH:41])[CH:14]=[CH:15][C:16]=1[O:24][CH2:25][C:26]1[CH:38]=[CH:37][C:29]2[C:30]([O:33][CH2:34][O:35][CH3:36])=[N:31][O:32][C:28]=2[CH:27]=1)(=[O:53])[C:49]([CH3:52])([CH3:51])[CH3:50]. (3) Reactant: [C:1]([O:4][CH2:5][C:6]([CH3:36])([CH3:35])[CH2:7][N:8]1[C:14]2[CH:15]=[CH:16][C:17]([Cl:19])=[CH:18][C:13]=2[C@@H:12]([C:20]2[CH:25]=[CH:24][CH:23]=[C:22]([O:26][CH3:27])[C:21]=2[O:28][CH3:29])[O:11][C@H:10]([CH2:30][C:31](O)=[O:32])[C:9]1=[O:34])(=[O:3])[CH3:2].C(N(CC)CC)C.ClC(OCC(C)C)=O.Cl.[NH2:53][C:54]1[C:55]([CH3:70])=[C:56]([CH3:69])[C:57]2[O:61][C:60]([C:62]([O:64][CH2:65][CH3:66])=[O:63])=[CH:59][C:58]=2[C:67]=1[CH3:68].N1C=CC=CC=1. Product: [C:1]([O:4][CH2:5][C:6]([CH3:36])([CH3:35])[CH2:7][N:8]1[C:14]2[CH:15]=[CH:16][C:17]([Cl:19])=[CH:18][C:13]=2[C@@H:12]([C:20]2[CH:25]=[CH:24][CH:23]=[C:22]([O:26][CH3:27])[C:21]=2[O:28][CH3:29])[O:11][C@H:10]([CH2:30][C:31]([NH:53][C:54]2[C:55]([CH3:70])=[C:56]([CH3:69])[C:57]3[O:61][C:60]([C:62]([O:64][CH2:65][CH3:66])=[O:63])=[CH:59][C:58]=3[C:67]=2[CH3:68])=[O:32])[C:9]1=[O:34])(=[O:3])[CH3:2]. The catalyst class is: 35. (4) Reactant: [CH:1]1([C@@H:4]2[C@@H:9]([OH:10])[C:8](=[O:11])[CH2:7][C@H:6]([C:12]3[CH:17]=[CH:16][N:15]=[CH:14][C:13]=3[N+:18]([O-:20])=[O:19])[O:5]2)[CH2:3][CH2:2]1.[BH4-].[Na+]. Product: [CH:1]1([C@@H:4]2[C@@H:9]([OH:10])[C@H:8]([OH:11])[CH2:7][C@H:6]([C:12]3[CH:17]=[CH:16][N:15]=[CH:14][C:13]=3[N+:18]([O-:20])=[O:19])[O:5]2)[CH2:3][CH2:2]1. The catalyst class is: 14. (5) Reactant: [CH3:1][C:2]1[CH:7]=[CH:6][C:5]([C:8]2[CH:13]=[C:12]([C:14](=[O:24])[NH:15][CH2:16][C:17]3[CH:18]=[N:19][C:20]([CH3:23])=[N:21][CH:22]=3)[CH:11]=[C:10]([C:25](O)=[O:26])[CH:9]=2)=[CH:4][CH:3]=1.Cl.CN(C)CCCN=C=NCC.O.ON1C2C=CC=CC=2N=N1.[NH:51]1[CH2:57][CH2:56][CH2:55][CH2:54][CH2:53][CH2:52]1.C(N(CC)C(C)C)(C)C. Product: [N:51]1([C:25]([C:10]2[CH:11]=[C:12]([C:14]([NH:15][CH2:16][C:17]3[CH:18]=[N:19][C:20]([CH3:23])=[N:21][CH:22]=3)=[O:24])[CH:13]=[C:8]([C:5]3[CH:6]=[CH:7][C:2]([CH3:1])=[CH:3][CH:4]=3)[CH:9]=2)=[O:26])[CH2:57][CH2:56][CH2:55][CH2:54][CH2:53][CH2:52]1. The catalyst class is: 2. (6) Reactant: [Cl:1][C:2]1[CH:15]=[CH:14][CH:13]=[CH:12][C:3]=1[O:4][CH2:5][CH2:6][CH2:7][O:8][C:9](=[O:11])[CH3:10].[C:16]1(=[O:22])[O:21][C:19](=[O:20])[CH2:18][CH2:17]1.[Cl-].[Cl-].[Cl-].[Al+3].CCCCCC. Product: [C:9]([O:8][CH2:7][CH2:6][CH2:5][O:4][C:3]1[CH:12]=[CH:13][C:14]([C:16](=[O:22])[CH2:17][CH2:18][C:19]([OH:21])=[O:20])=[CH:15][C:2]=1[Cl:1])(=[O:11])[CH3:10]. The catalyst class is: 96.